Dataset: Forward reaction prediction with 1.9M reactions from USPTO patents (1976-2016). Task: Predict the product of the given reaction. (1) Given the reactants [CH3:1][O-:2].[Na+].[N+:4]([C:7]1[CH:17]=[CH:16][C:10]2[N:11]=[C:12]([C:14]#N)[S:13][C:9]=2[CH:8]=1)([O-:6])=[O:5].C[OH:19], predict the reaction product. The product is: [N+:4]([C:7]1[CH:17]=[CH:16][C:10]2[N:11]=[C:12]([C:14]([O:2][CH3:1])=[O:19])[S:13][C:9]=2[CH:8]=1)([O-:6])=[O:5]. (2) Given the reactants Br[C:2]1[CH:3]=[C:4]2[C:9](=[C:10]([F:12])[CH:11]=1)[N:8]1[C:13]([CH3:16])=[N:14][N:15]=[C:7]1[CH2:6][CH2:5]2.[CH3:17][C:18]1[CH:23]=[CH:22][N:21]=[CH:20][C:19]=1B(O)O.O1CCOCC1.C([O-])(=O)C.[K+], predict the reaction product. The product is: [F:12][C:10]1[CH:11]=[C:2]([C:19]2[CH:20]=[N:21][CH:22]=[CH:23][C:18]=2[CH3:17])[CH:3]=[C:4]2[C:9]=1[N:8]1[C:13]([CH3:16])=[N:14][N:15]=[C:7]1[CH2:6][CH2:5]2.